Dataset: NCI-60 drug combinations with 297,098 pairs across 59 cell lines. Task: Regression. Given two drug SMILES strings and cell line genomic features, predict the synergy score measuring deviation from expected non-interaction effect. Drug 1: CC1=C(C=C(C=C1)NC(=O)C2=CC=C(C=C2)CN3CCN(CC3)C)NC4=NC=CC(=N4)C5=CN=CC=C5. Drug 2: CC(C)(C#N)C1=CC(=CC(=C1)CN2C=NC=N2)C(C)(C)C#N. Cell line: HCT116. Synergy scores: CSS=-2.91, Synergy_ZIP=6.82, Synergy_Bliss=10.4, Synergy_Loewe=-1.37, Synergy_HSA=-0.543.